Dataset: Peptide-MHC class II binding affinity with 134,281 pairs from IEDB. Task: Regression. Given a peptide amino acid sequence and an MHC pseudo amino acid sequence, predict their binding affinity value. This is MHC class II binding data. (1) The peptide sequence is APADDKFTVFEAAFN. The MHC is DRB1_1602 with pseudo-sequence DRB1_1602. The binding affinity (normalized) is 0.553. (2) The peptide sequence is CDQLREPLMQSADAS. The MHC is DRB1_0101 with pseudo-sequence DRB1_0101. The binding affinity (normalized) is 0.782. (3) The peptide sequence is DCIMTSYQYLIIQNT. The MHC is DRB1_0701 with pseudo-sequence DRB1_0701. The binding affinity (normalized) is 0.340. (4) The peptide sequence is NRIMADGGSIQNTNL. The MHC is HLA-DQA10501-DQB10301 with pseudo-sequence HLA-DQA10501-DQB10301. The binding affinity (normalized) is 0.716. (5) The peptide sequence is LKTRPILSPLTKGIL. The MHC is HLA-DQA10301-DQB10302 with pseudo-sequence HLA-DQA10301-DQB10302. The binding affinity (normalized) is 0.0427. (6) The peptide sequence is VTANRAELKALIASN. The MHC is DRB1_1101 with pseudo-sequence DRB1_1101. The binding affinity (normalized) is 0.219.